This data is from Full USPTO retrosynthesis dataset with 1.9M reactions from patents (1976-2016). The task is: Predict the reactants needed to synthesize the given product. (1) The reactants are: [C:1]([C:5]1[N:10]=[C:9]([N:11]2[CH2:16][CH2:15][N:14]([CH2:17][CH2:18][CH2:19][CH2:20][NH:21][C:22]([C:24]3[N:25]=[C:26]4[CH:31]=[CH:30][CH:29]=[C:28]([CH2:32]O)[N:27]4[CH:34]=3)=[O:23])[CH2:13][CH2:12]2)[CH:8]=[C:7]([C:35]([F:38])([F:37])[F:36])[N:6]=1)([CH3:4])([CH3:3])[CH3:2].[CH2:39]([N:41](CC)[CH2:42]C)C.CS(Cl)(=O)=O.CNC. Given the product [C:1]([C:5]1[N:10]=[C:9]([N:11]2[CH2:16][CH2:15][N:14]([CH2:17][CH2:18][CH2:19][CH2:20][NH:21][C:22]([C:24]3[N:25]=[C:26]4[CH:31]=[CH:30][CH:29]=[C:28]([CH2:32][N:41]([CH3:42])[CH3:39])[N:27]4[CH:34]=3)=[O:23])[CH2:13][CH2:12]2)[CH:8]=[C:7]([C:35]([F:36])([F:38])[F:37])[N:6]=1)([CH3:2])([CH3:4])[CH3:3], predict the reactants needed to synthesize it. (2) Given the product [CH3:1][O:2][C:3](=[O:32])[C:4]1[CH:9]=[CH:8][C:7]([O:10][CH2:11][C:12]2[C:13]([C:25]3[CH:30]=[CH:29][C:28]([F:31])=[CH:27][CH:26]=3)=[N:14][O:15][C:16]=2[CH:17]=[O:34])=[N:6][CH:5]=1, predict the reactants needed to synthesize it. The reactants are: [CH3:1][O:2][C:3](=[O:32])[C:4]1[CH:9]=[CH:8][C:7]([O:10][CH2:11][C:12]2[C:13]([C:25]3[CH:30]=[CH:29][C:28]([F:31])=[CH:27][CH:26]=3)=[N:14][O:15][C:16]=2/[CH:17]=C/C2C=CC=CC=2)=[N:6][CH:5]=1.I([O-])(=O)(=O)=[O:34].[Na+]. (3) Given the product [OH:14][CH:13]([C:15]1[CH:16]=[CH:17][C:18]([OH:21])=[CH:19][CH:20]=1)[CH2:12][CH2:11][N:9]1[CH2:8][CH:7]2[CH2:22][C:4]([C:23]3[CH:28]=[CH:27][CH:26]=[CH:25][CH:24]=3)([OH:3])[CH2:5][CH:6]2[CH2:10]1, predict the reactants needed to synthesize it. The reactants are: [BH4-].[Li+].[OH:3][C:4]1([C:23]2[CH:28]=[CH:27][CH:26]=[CH:25][CH:24]=2)[CH2:22][CH:7]2[CH2:8][N:9]([CH2:11][CH2:12][C:13]([C:15]3[CH:20]=[CH:19][C:18]([OH:21])=[CH:17][CH:16]=3)=[O:14])[CH2:10][CH:6]2[CH2:5]1. (4) Given the product [CH:36]1([N:11]2[CH2:10][CH:9]([C:6]3[CH:5]=[CH:4][C:3]([O:2][CH3:1])=[CH:8][CH:7]=3)[C:18]3[C:13](=[CH:14][C:15]([O:19][CH2:20][CH2:21][CH2:22][N:23]4[CH2:28][CH2:27][CH2:26][CH2:25][CH2:24]4)=[CH:16][CH:17]=3)[CH2:12]2)[CH2:38][CH2:37]1, predict the reactants needed to synthesize it. The reactants are: [CH3:1][O:2][C:3]1[CH:8]=[CH:7][C:6]([CH:9]2[C:18]3[C:13](=[CH:14][C:15]([O:19][CH2:20][CH2:21][CH2:22][N:23]4[CH2:28][CH2:27][CH2:26][CH2:25][CH2:24]4)=[CH:16][CH:17]=3)[CH2:12][NH:11][CH2:10]2)=[CH:5][CH:4]=1.C(O)(=O)C.C(O[C:36]1(O[Si](C)(C)C)[CH2:38][CH2:37]1)C.[BH3-]C#N.[Na+]. (5) Given the product [CH3:1][C:2]1([CH3:16])[CH2:7][C:6]([C:8](=[O:15])[CH2:9][CH2:10][CH2:11][CH2:12][CH2:13][OH:14])=[CH:5][CH2:4][CH2:3]1, predict the reactants needed to synthesize it. The reactants are: [CH3:1][C:2]1([CH3:16])[CH2:7][C:6]([C:8](=[O:15])[CH2:9][CH2:10][CH2:11][CH2:12][CH:13]=[O:14])=[CH:5][CH2:4][CH2:3]1. (6) Given the product [CH3:42][C:26]1[CH:25]=[CH:24][C:23]([NH:22][C:13]([C:12]2[CH:16]=[CH:17][C:9]([CH2:8][N:5]3[CH2:4][CH2:3][N:2]([CH3:1])[CH2:7][CH2:6]3)=[CH:10][CH:11]=2)=[O:15])=[CH:28][C:27]=1[NH:29][C:30]1[N:31]=[CH:32][CH:33]=[C:34]([C:36]2[CH:41]=[CH:40][CH:39]=[N:38][CH:37]=2)[N:43]=1, predict the reactants needed to synthesize it. The reactants are: [CH3:1][N:2]1[CH2:7][CH2:6][N:5]([CH2:8][C:9]2[CH:17]=[CH:16][C:12]([C:13]([OH:15])=O)=[CH:11][CH:10]=2)[CH2:4][CH2:3]1.O=S(Cl)Cl.[NH2:22][C:23]1[CH:24]=[CH:25][C:26]([CH3:42])=[C:27]([NH:29][C:30]2C=[C:34]([C:36]3[CH:37]=[N:38][CH:39]=[CH:40][CH:41]=3)[CH:33]=[CH:32][N:31]=2)[CH:28]=1.[NH4+:43].[OH-].